Dataset: Catalyst prediction with 721,799 reactions and 888 catalyst types from USPTO. Task: Predict which catalyst facilitates the given reaction. Reactant: [F:1][C:2]([F:7])([F:6])[CH2:3][CH2:4][NH2:5].[Si](O[CH2:16][C:17]1[C:18]([O:44][CH3:45])=[N:19][C:20]2[C:25]([C:26]=1[Cl:27])=[CH:24][C:23]([C:28]([C:37]1[N:41]([CH3:42])[C:40]([CH3:43])=[N:39][CH:38]=1)([C:30]1[N:34]([CH3:35])[C:33]([CH3:36])=[N:32][CH:31]=1)[OH:29])=[CH:22][CH:21]=2)(C(C)(C)C)(C)C.C(N(CC)CC)C. Product: [Cl:27][C:26]1[C:25]2[C:20](=[CH:21][CH:22]=[C:23]([C:28]([C:30]3[N:34]([CH3:35])[C:33]([CH3:36])=[N:32][CH:31]=3)([C:37]3[N:41]([CH3:42])[C:40]([CH3:43])=[N:39][CH:38]=3)[OH:29])[CH:24]=2)[N:19]=[C:18]([O:44][CH3:45])[C:17]=1[CH2:16][NH:5][CH2:4][CH2:3][C:2]([F:7])([F:6])[F:1]. The catalyst class is: 8.